Dataset: Reaction yield outcomes from USPTO patents with 853,638 reactions. Task: Predict the reaction yield, written as a fraction of the theoretical maximum amount of product (1.0 means a 100% yield; for example, 0.34 means a 34% yield). (1) The reactants are Br[C:2]1[CH:11]=[C:10]2[C:5]([C:6]([CH3:26])=[C:7]([C:15]([NH:17][CH2:18][C:19]3[CH:24]=[CH:23][C:22]([F:25])=[CH:21][CH:20]=3)=[O:16])[C:8]([CH:12]3[CH2:14][CH2:13]3)=[N:9]2)=[CH:4][CH:3]=1.[CH3:27][N:28](CCN(C)C)C.CCOC(C)=O.C1CCCCC1. The catalyst is CN(C=O)C.[C-]#N.[Zn+2].[C-]#N.C1C=CC(/C=C/C(/C=C/C2C=CC=CC=2)=O)=CC=1.C1C=CC(/C=C/C(/C=C/C2C=CC=CC=2)=O)=CC=1.C1C=CC(/C=C/C(/C=C/C2C=CC=CC=2)=O)=CC=1.[Pd].[Pd].CC1(C)C2C(=C(P(C3C=CC=CC=3)C3C=CC=CC=3)C=CC=2)OC2C(P(C3C=CC=CC=3)C3C=CC=CC=3)=CC=CC1=2. The product is [C:27]([C:2]1[CH:11]=[C:10]2[C:5]([C:6]([CH3:26])=[C:7]([C:15]([NH:17][CH2:18][C:19]3[CH:24]=[CH:23][C:22]([F:25])=[CH:21][CH:20]=3)=[O:16])[C:8]([CH:12]3[CH2:13][CH2:14]3)=[N:9]2)=[CH:4][CH:3]=1)#[N:28]. The yield is 0.420. (2) The yield is 0.240. The product is [CH:19]([N:32]1[CH2:37][CH2:36][N:35]([CH2:1][C:3]2[CH:18]=[CH:17][C:6]([O:7][C:8]3[CH:16]=[CH:15][C:11]([C:12]([NH2:14])=[O:13])=[CH:10][N:9]=3)=[CH:5][CH:4]=2)[CH2:34][CH2:33]1)([C:26]1[CH:31]=[CH:30][CH:29]=[CH:28][CH:27]=1)[C:20]1[CH:25]=[CH:24][CH:23]=[CH:22][CH:21]=1. The catalyst is CO. The reactants are [CH:1]([C:3]1[CH:18]=[CH:17][C:6]([O:7][C:8]2[CH:16]=[CH:15][C:11]([C:12]([NH2:14])=[O:13])=[CH:10][N:9]=2)=[CH:5][CH:4]=1)=O.[CH:19]([N:32]1[CH2:37][CH2:36][NH:35][CH2:34][CH2:33]1)([C:26]1[CH:31]=[CH:30][CH:29]=[CH:28][CH:27]=1)[C:20]1[CH:25]=[CH:24][CH:23]=[CH:22][CH:21]=1.[BH4-].[Na+]. (3) The reactants are C([O:4][CH2:5][CH2:6][O:7][C:8]1[CH:32]=[CH:31][C:30]([O:33][CH3:34])=[CH:29][C:9]=1[CH2:10][N:11]([C:15]1[CH:20]=[C:19]([F:21])[CH:18]=[CH:17][C:16]=1[O:22][C:23]1[CH:28]=[CH:27][CH:26]=[CH:25][CH:24]=1)[C:12](=[O:14])[CH3:13])C=C.C(OCC)C.C(=O)([O-])O.[Na+]. The catalyst is O1CCCC1. The product is [F:21][C:19]1[CH:18]=[CH:17][C:16]([O:22][C:23]2[CH:24]=[CH:25][CH:26]=[CH:27][CH:28]=2)=[C:15]([N:11]([CH2:10][C:9]2[CH:29]=[C:30]([O:33][CH3:34])[CH:31]=[CH:32][C:8]=2[O:7][CH2:6][CH2:5][OH:4])[C:12](=[O:14])[CH3:13])[CH:20]=1. The yield is 0.840.